This data is from Aqueous solubility values for 9,982 compounds from the AqSolDB database. The task is: Regression/Classification. Given a drug SMILES string, predict its absorption, distribution, metabolism, or excretion properties. Task type varies by dataset: regression for continuous measurements (e.g., permeability, clearance, half-life) or binary classification for categorical outcomes (e.g., BBB penetration, CYP inhibition). For this dataset (solubility_aqsoldb), we predict Y. (1) The molecule is C=C(C#N)C(=O)OCC. The Y is -6.72 log mol/L. (2) The Y is -5.03 log mol/L. The molecule is O=C(CC(Cl)Cl)NC1=C(Cl)C(=O)c2ccccc2C1=O. (3) The drug is O=C([O-])[O-].[Co+2]. The Y is -4.84 log mol/L. (4) The molecule is C=CCOC(=O)C(C)OC(=O)C(C)O. The Y is -0.683 log mol/L. (5) The molecule is CNC(=O)Oc1ccc(N(C)C)c(C)c1. The Y is -2.36 log mol/L. (6) The drug is CC(O)C([N+](=O)[O-])[N+](=O)[O-]. The Y is 0.0789 log mol/L. (7) The molecule is C=CC(=O)O. The Y is 0.00597 log mol/L.